Dataset: Full USPTO retrosynthesis dataset with 1.9M reactions from patents (1976-2016). Task: Predict the reactants needed to synthesize the given product. (1) Given the product [C:9]([C:6]1[CH:7]=[CH:8][C:3]([CH:1]=[O:22])=[CH:4][C:5]=1[O:11][CH3:12])#[N:10], predict the reactants needed to synthesize it. The reactants are: [CH:1]([C:3]1[CH:8]=[CH:7][C:6]([C:9]#[N:10])=[C:5]([O:11][CH3:12])[CH:4]=1)=C.N1C(C)=CC=CC=1C.I([O-])(=O)(=O)=[O:22].[Na+]. (2) Given the product [CH2:1]([O:8][C:9]1[C:13]([CH2:14][CH2:15][C:16]([O:18][CH2:19][CH3:20])=[O:17])=[CH:12][N:11]([C:29]2[CH:34]=[CH:33][C:32]([C:35]([F:38])([F:37])[F:36])=[CH:31][N:30]=2)[N:10]=1)[C:2]1[CH:3]=[CH:4][CH:5]=[CH:6][CH:7]=1, predict the reactants needed to synthesize it. The reactants are: [CH2:1]([O:8][C:9]1[C:13]([CH2:14][CH2:15][C:16]([O:18][CH2:19][CH3:20])=[O:17])=[CH:12][NH:11][N:10]=1)[C:2]1[CH:7]=[CH:6][CH:5]=[CH:4][CH:3]=1.[H-].[Na+].CN(C)C=O.Cl[C:29]1[CH:34]=[CH:33][C:32]([C:35]([F:38])([F:37])[F:36])=[CH:31][N:30]=1. (3) Given the product [NH2:24]/[C:23](=[N:27]\[OH:28])/[C:21]1[CH:20]=[CH:19][C:18]2[N:14]([CH:11]3[CH2:10][CH2:9][N:8]([C:6]([O:5][C:1]([CH3:4])([CH3:2])[CH3:3])=[O:7])[CH2:13][CH2:12]3)[C:15](=[O:25])[NH:16][C:17]=2[CH:22]=1, predict the reactants needed to synthesize it. The reactants are: [C:1]([O:5][C:6]([N:8]1[CH2:13][CH2:12][CH:11]([N:14]2[C:18]3[CH:19]=[CH:20][C:21]([C:23]#[N:24])=[CH:22][C:17]=3[NH:16][C:15]2=[O:25])[CH2:10][CH2:9]1)=[O:7])([CH3:4])([CH3:3])[CH3:2].Cl.[NH2:27][OH:28]. (4) The reactants are: [CH2:1]([C:4]1[CH:5]=[N:6][C:7]([N:10]2[CH2:15][CH2:14][CH:13]([O:16][C:17]3[S:18][C:19]4[CH:25]=[C:24]([C:26]5[CH2:27][CH2:28][NH:29][CH2:30][CH:31]=5)[CH:23]=[CH:22][C:20]=4[N:21]=3)[CH2:12][CH2:11]2)=[N:8][CH:9]=1)[CH2:2][CH3:3].C(N(CC)CC)C.Cl[S:40]([CH2:43][CH2:44][CH2:45][C:46]([O:48][CH3:49])=[O:47])(=[O:42])=[O:41]. Given the product [CH2:1]([C:4]1[CH:5]=[N:6][C:7]([N:10]2[CH2:15][CH2:14][CH:13]([O:16][C:17]3[S:18][C:19]4[CH:25]=[C:24]([C:26]5[CH2:27][CH2:28][N:29]([S:40]([CH2:43][CH2:44][CH2:45][C:46]([O:48][CH3:49])=[O:47])(=[O:42])=[O:41])[CH2:30][CH:31]=5)[CH:23]=[CH:22][C:20]=4[N:21]=3)[CH2:12][CH2:11]2)=[N:8][CH:9]=1)[CH2:2][CH3:3], predict the reactants needed to synthesize it. (5) Given the product [CH2:12]([C:6]1[N:7]=[C:8]2[C:3]([C:2]([NH:16][C:17]3[CH:22]=[C:21]([CH3:23])[CH:20]=[CH:19][C:18]=3[S:24][C:25]3[CH:30]=[CH:29][C:28]([OH:31])=[CH:27][CH:26]=3)=[CH:11][CH:10]=[N:9]2)=[CH:4][CH:5]=1)[CH:13]([CH3:15])[CH3:14], predict the reactants needed to synthesize it. The reactants are: Cl[C:2]1[CH:11]=[CH:10][N:9]=[C:8]2[C:3]=1[CH:4]=[CH:5][C:6]([CH2:12][CH:13]([CH3:15])[CH3:14])=[N:7]2.[NH2:16][C:17]1[CH:22]=[C:21]([CH3:23])[CH:20]=[CH:19][C:18]=1[S:24][C:25]1[CH:30]=[CH:29][C:28]([OH:31])=[CH:27][CH:26]=1.